Dataset: Experimentally validated miRNA-target interactions with 360,000+ pairs, plus equal number of negative samples. Task: Binary Classification. Given a miRNA mature sequence and a target amino acid sequence, predict their likelihood of interaction. (1) The miRNA is mmu-miR-466p-5p with sequence UAUGUGUGUGUACAUGUACAU. The protein sequence of the target gene is MSAEAADREAATSSRPCTPPQTCWFEFLLEESLLEKHLRKACPDPAPVQLIVQFLEQASKPSVNEQNQVQPPPDNKRNRVLKLLALKVAAHLKWDLDILEKSLSVPVLNMLLNELLCISKVPPGTKHVDMDLSALPPTTAMAILLYNRWAIRTIVQSSFPVKQAKPGPPQLNVMNQMQQEKELTENILKVLKEQAADCILVLEAALRLNKDLYVHTMRTLDLLAVEPGTVNGETENSTAGLKIRTEEMQCQVCYDLGAAYFQQGSTDSAIYENAREKFFRTKELLAEIGSLSLHCTIDEK.... Result: 1 (interaction). (2) The miRNA is hsa-miR-181d-5p with sequence AACAUUCAUUGUUGUCGGUGGGU. The protein sequence of the target gene is MALPAGPAEAACALCQRAPREPVRADCGHRFCRACVVRFWAEEDGPFPCPECADDCWQRAVEPGRPPLSRRLLALEEAAAAPARDGPASEAALQLLCRADAGPLCAACRMAAGPEPPEWEPRWRKALRGKENKGSVEIMRKDLNDARDLHGQAESAAAVWKGHVMDRRKKALTDYKKLRAFFVEEEEHFLQEAEKEEGLPEDELADPTERFRSLLQAVSELEKKHRNLGLSMLLQ. Result: 1 (interaction). (3) The protein sequence of the target gene is MSVEPPPELEEKAASEPEAGAMPEKRAGAQAAGSTWLQGFGRPSVYHAAIVIFLEFFAWGLLTTPMLTVLHETFSQHTFLMNGLIQGVKGLLSFLSAPLIGALSDVWGRKPFLLGTVFFTCFPIPLMRISPWWYFAMISVSGVFSVTFSVIFAYVADVTQEHERSTAYGWVSATFAASLVSSPAIGAYLSASYGDSLVVLVATVVALLDICFILVAVPESLPEKMRPVSWGAQISWKQADPFASLKKVGKDSTVLLICITVFLSYLPEAGQYSSFFLYLRQVIGFGSVKIAAFIAMVGIL.... Result: 1 (interaction). The miRNA is hsa-miR-548ae-3p with sequence CAAAAACUGCAAUUACUUUCA. (4) The miRNA is mmu-miR-465b-3p with sequence GAUCAGGGCCUUUCUAAGUAGA. The protein sequence of the target gene is MGSGKAFLFSPSLLWSQTRGVRLIFLLLTLHLGNCVDKADDEDDEDLTMNKTWVLAPKIHEGDITQILNSLLQGYDNKLRPDIGVRPTVIETDVYVNSIGPVDPINMEYTIDIIFAQTWFDSRLKFNSTMKVLMLNSNMVGKIWIPDTFFRNSRKSDAHWITTPNRLLRIWSDGRVLYTLRLTINAECYLQLHNFPMDEHSCPLEFSSYGYPKNEIEYKWKKPSVEVADPKYWRLYQFAFVGLRNSTEISHTISGDYIIMTIFFDLSRRMGYFTIQTYIPCILTVVLSWVSFWINKDAVP.... Result: 0 (no interaction).